Dataset: Forward reaction prediction with 1.9M reactions from USPTO patents (1976-2016). Task: Predict the product of the given reaction. (1) Given the reactants [N:1]1[CH:6]=[CH:5][CH:4]=[C:3]2[CH2:7][CH2:8][CH2:9][CH2:10][CH:11](OC(=O)C)[C:2]=12.[N-:16]=[N+:17]=[N-:18].[Na+], predict the reaction product. The product is: [N:16]([CH:11]1[C:2]2=[N:1][CH:6]=[CH:5][CH:4]=[C:3]2[CH2:7][CH2:8][CH2:9][CH2:10]1)=[N+:17]=[N-:18]. (2) Given the reactants [Br:1][C:2]1[C:3]2[C:4]([S:19][C:20]3[CH:25]=[CH:24][C:23]([Cl:26])=[CH:22][CH:21]=3)=[C:5]3[CH:14]([CH2:15][C:16]([OH:18])=[O:17])[CH2:13][CH2:12][N:6]3[C:7]=2[CH:8]=[C:9](I)[CH:10]=1.[C:27]1([As](C2C=CC=CC=2)C2C=CC=CC=2)C=CC=C[CH:28]=1.[CH2:46]([Sn](CCCC)(CCCC)C=C)CCC, predict the reaction product. The product is: [Br:1][C:2]1[C:3]2[C:4]([S:19][C:20]3[CH:25]=[CH:24][C:23]([Cl:26])=[CH:22][CH:21]=3)=[C:5]3[CH:14]([CH2:15][C:16]([O:18][CH3:46])=[O:17])[CH2:13][CH2:12][N:6]3[C:7]=2[CH:8]=[C:9]([CH:27]=[CH2:28])[CH:10]=1. (3) Given the reactants [Cl:1][C:2]1[CH:3]=[C:4]([C:9]2[S:10][CH:11]=[CH:12][C:13]=2[CH2:14][C:15]([O:17][CH2:18][CH3:19])=[O:16])[CH:5]=[CH:6][C:7]=1[Cl:8].[CH3:20][O:21][C:22]1[CH:27]=[CH:26][C:25]([S:28](Cl)(=[O:30])=[O:29])=[CH:24][CH:23]=1.[Cl-].[Al+3].[Cl-].[Cl-], predict the reaction product. The product is: [Cl:1][C:2]1[CH:3]=[C:4]([C:9]2[S:10][C:11]([S:28]([C:25]3[CH:24]=[CH:23][C:22]([O:21][CH3:20])=[CH:27][CH:26]=3)(=[O:30])=[O:29])=[CH:12][C:13]=2[CH2:14][C:15]([O:17][CH2:18][CH3:19])=[O:16])[CH:5]=[CH:6][C:7]=1[Cl:8].